From a dataset of Catalyst prediction with 721,799 reactions and 888 catalyst types from USPTO. Predict which catalyst facilitates the given reaction. Reactant: [Cl:1][CH2:2][CH2:3][CH2:4][O:5][C:6]1[CH:11]=[CH:10][C:9]([C:12]2[S:13][C:14]3[CH2:15][NH:16][CH2:17][CH2:18][C:19]=3[N:20]=2)=[CH:8][CH:7]=1.[CH2:21]([N:23]=[C:24]=[O:25])[CH3:22]. Product: [Cl:1][CH2:2][CH2:3][CH2:4][O:5][C:6]1[CH:7]=[CH:8][C:9]([C:12]2[S:13][C:14]3[CH2:15][N:16]([C:24]([NH:23][CH2:21][CH3:22])=[O:25])[CH2:17][CH2:18][C:19]=3[N:20]=2)=[CH:10][CH:11]=1. The catalyst class is: 4.